From a dataset of Full USPTO retrosynthesis dataset with 1.9M reactions from patents (1976-2016). Predict the reactants needed to synthesize the given product. (1) Given the product [N:11]1([C:2]2[CH:7]=[C:6]([C:8](=[O:10])[CH3:9])[CH:5]=[CH:4][N:3]=2)[CH2:16][CH2:15][NH:14][CH2:13][CH2:12]1, predict the reactants needed to synthesize it. The reactants are: Cl[C:2]1[CH:7]=[C:6]([C:8](=[O:10])[CH3:9])[CH:5]=[CH:4][N:3]=1.[NH:11]1[CH2:16][CH2:15][NH:14][CH2:13][CH2:12]1. (2) Given the product [N:13]1[C:14]2[C:19](=[CH:18][CH:17]=[CH:16][CH:15]=2)[CH:20]=[C:11]([NH:10][C:4]2[C:5]3[CH2:9][N:8]([CH2:26][C:25]4[S:21][CH:22]=[N:23][CH:24]=4)[CH2:7][C:6]=3[N:1]=[CH:2][N:3]=2)[CH:12]=1, predict the reactants needed to synthesize it. The reactants are: [N:1]1[C:6]2[CH2:7][NH:8][CH2:9][C:5]=2[C:4]([NH:10][C:11]2[CH:12]=[N:13][C:14]3[C:19]([CH:20]=2)=[CH:18][CH:17]=[CH:16][CH:15]=3)=[N:3][CH:2]=1.[S:21]1[C:25]([CH:26]=O)=[CH:24][N:23]=[CH:22]1.ClCCCl.CO.C(O[BH-](OC(=O)C)OC(=O)C)(=O)C.[Na+]. (3) Given the product [CH3:1][O:2][C:3](=[O:24])[C:4]1[CH:23]=[CH:22][CH:21]=[C:6]([C:7]2[S:26][C:11]([C:13]3[CH:18]=[CH:17][C:16]([O:19][CH3:20])=[CH:15][CH:14]=3)=[CH:10][N:9]=2)[CH:5]=1, predict the reactants needed to synthesize it. The reactants are: [CH3:1][O:2][C:3](=[O:24])[C:4]1[CH:23]=[CH:22][CH:21]=[C:6]([C:7]([NH:9][CH2:10][C:11]([C:13]2[CH:18]=[CH:17][C:16]([O:19][CH3:20])=[CH:15][CH:14]=2)=O)=O)[CH:5]=1.P12(SP3(SP(SP(S3)(S1)=S)(=S)S2)=S)=[S:26].O. (4) Given the product [C:1]([OH:10])(=[O:9])/[CH:2]=[CH:3]/[CH:4]=[CH:5]/[C:6]([OH:8])=[O:7], predict the reactants needed to synthesize it. The reactants are: [C:1]([OH:10])(=[O:9])/[CH:2]=[CH:3]\[CH:4]=[CH:5]/[C:6]([OH:8])=[O:7].[OH-].[Na+].C.